This data is from Peptide-MHC class I binding affinity with 185,985 pairs from IEDB/IMGT. The task is: Regression. Given a peptide amino acid sequence and an MHC pseudo amino acid sequence, predict their binding affinity value. This is MHC class I binding data. (1) The peptide sequence is MLEEMQSAV. The MHC is HLA-A11:01 with pseudo-sequence HLA-A11:01. The binding affinity (normalized) is 0.0847. (2) The peptide sequence is FLARLIWWL. The MHC is HLA-A02:02 with pseudo-sequence HLA-A02:02. The binding affinity (normalized) is 1.00.